From a dataset of Full USPTO retrosynthesis dataset with 1.9M reactions from patents (1976-2016). Predict the reactants needed to synthesize the given product. (1) Given the product [Cl:21][C:22]1[CH:23]=[C:24]([NH:25][C:2]2[C:3]3[N:10]([CH2:11][CH2:12][NH:13][C:14](=[O:20])[O:15][C:16]([CH3:19])([CH3:18])[CH3:17])[CH:9]=[CH:8][C:4]=3[N:5]=[CH:6][N:7]=2)[CH:26]=[CH:27][C:28]=1[O:29][C:30]1[CH:35]=[CH:34][CH:33]=[C:32]([Cl:36])[CH:31]=1, predict the reactants needed to synthesize it. The reactants are: Cl[C:2]1[C:3]2[N:10]([CH2:11][CH2:12][NH:13][C:14](=[O:20])[O:15][C:16]([CH3:19])([CH3:18])[CH3:17])[CH:9]=[CH:8][C:4]=2[N:5]=[CH:6][N:7]=1.[Cl:21][C:22]1[CH:23]=[C:24]([CH:26]=[CH:27][C:28]=1[O:29][C:30]1[CH:35]=[CH:34][CH:33]=[C:32]([Cl:36])[CH:31]=1)[NH2:25].C(=O)([O-])O.[Na+]. (2) The reactants are: [NH2:1][C:2]1[N:31]=[C:5]2[N:6]([C:21]3[CH:26]=[CH:25][CH:24]=[C:23]([C:27]([F:30])([F:29])[F:28])[CH:22]=3)[C:7]([CH3:20])=[C:8]([C:18]#[N:19])[C@@H:9]([C:10]3[CH:15]=[CH:14][C:13]([C:16]#[N:17])=[CH:12][CH:11]=3)[N:4]2[N:3]=1.Cl[C:33]([O:35][CH2:36][C:37]1[CH:42]=[CH:41][CH:40]=[CH:39][CH:38]=1)=[O:34]. Given the product [C:18]([C:8]1[C@@H:9]([C:10]2[CH:15]=[CH:14][C:13]([C:16]#[N:17])=[CH:12][CH:11]=2)[N:4]2[N:3]=[C:2]([NH:1][C:33](=[O:34])[O:35][CH2:36][C:37]3[CH:42]=[CH:41][CH:40]=[CH:39][CH:38]=3)[N:31]=[C:5]2[N:6]([C:21]2[CH:26]=[CH:25][CH:24]=[C:23]([C:27]([F:28])([F:30])[F:29])[CH:22]=2)[C:7]=1[CH3:20])#[N:19], predict the reactants needed to synthesize it. (3) Given the product [CH3:1][O:2][C:3]1[CH:8]=[CH:7][CH:6]=[C:5]([O:9][CH3:10])[C:4]=1[CH:11]1[N:16]([CH2:19][C:20]2[CH:25]=[CH:24][C:23]([S:26][C:27]([F:30])([F:28])[F:29])=[CH:22][CH:21]=2)[C:15](=[O:17])[CH2:14][CH2:13][CH2:12]1, predict the reactants needed to synthesize it. The reactants are: [CH3:1][O:2][C:3]1[CH:8]=[CH:7][CH:6]=[C:5]([O:9][CH3:10])[C:4]=1[CH:11]1[NH:16][C:15](=[O:17])[CH2:14][CH2:13][CH2:12]1.Br[CH2:19][C:20]1[CH:25]=[CH:24][C:23]([S:26][C:27]([F:30])([F:29])[F:28])=[CH:22][CH:21]=1. (4) Given the product [CH2:22]([C:2]1[N:7]=[C:6]([NH:8][C:9]([NH:11][CH2:12][C:13]2[CH:18]=[CH:17][CH:16]=[CH:15][C:14]=2[O:19][CH3:20])=[NH:10])[CH:5]=[CH:4][CH:3]=1)[C:23]1[CH:28]=[CH:27][CH:26]=[CH:25][CH:24]=1, predict the reactants needed to synthesize it. The reactants are: Br[C:2]1[N:7]=[C:6]([NH:8][C:9]([NH:11][CH2:12][C:13]2[CH:18]=[CH:17][CH:16]=[CH:15][C:14]=2[O:19][CH3:20])=[NH:10])[CH:5]=[CH:4][CH:3]=1.[Br-].[CH2:22]([Zn+])[C:23]1[CH:28]=[CH:27][CH:26]=[CH:25][CH:24]=1.C([O-])(=O)C.